Dataset: Full USPTO retrosynthesis dataset with 1.9M reactions from patents (1976-2016). Task: Predict the reactants needed to synthesize the given product. Given the product [ClH:27].[C:1]([C:5]1[C:6]([Cl:28])=[C:7]([C:11]2[NH:15][C:14]3[CH:16]=[CH:17][C:18]([C:20]4[CH:25]=[CH:24][CH:23]=[CH:22][C:21]=4[F:26])=[CH:19][C:13]=3[N:12]=2)[N:8]([CH3:10])[N:9]=1)([CH3:4])([CH3:2])[CH3:3], predict the reactants needed to synthesize it. The reactants are: [C:1]([C:5]1[C:6]([Cl:28])=[C:7]([C:11]2[NH:15][C:14]3[C:16]([Cl:27])=[CH:17][C:18]([C:20]4[CH:25]=[CH:24][CH:23]=[CH:22][C:21]=4[F:26])=[CH:19][C:13]=3[N:12]=2)[N:8]([CH3:10])[N:9]=1)([CH3:4])([CH3:3])[CH3:2].Cl.